This data is from Reaction yield outcomes from USPTO patents with 853,638 reactions. The task is: Predict the reaction yield, written as a fraction of the theoretical maximum amount of product (1.0 means a 100% yield; for example, 0.34 means a 34% yield). (1) The reactants are [C:1]([O:5][C:6]([NH:8][C@@H:9]([CH3:31])[C:10]([NH:12][CH2:13][C:14]1[S:18][CH:17]=[C:16]([N:19]2[C:23]([C:24](O)=[O:25])=[CH:22][C:21]([C:27]([F:30])([F:29])[F:28])=[N:20]2)[CH:15]=1)=[O:11])=[O:7])([CH3:4])([CH3:3])[CH3:2].Cl.[NH2:33][CH2:34][C:35]1[CH:44]=[CH:43][CH:42]=[CH:41][C:36]=1[C:37]([O:39][CH3:40])=[O:38].F[P-](F)(F)(F)(F)F.N1(O[P+](N(C)C)(N(C)C)N(C)C)C2C=CC=CC=2N=N1.C(N(CC)CC)C. The catalyst is CN(C=O)C.O. The product is [C:1]([O:5][C:6]([NH:8][C@@H:9]([CH3:31])[C:10]([NH:12][CH2:13][C:14]1[S:18][CH:17]=[C:16]([N:19]2[C:23]([C:24]([NH:33][CH2:34][C:35]3[CH:44]=[CH:43][CH:42]=[CH:41][C:36]=3[C:37]([O:39][CH3:40])=[O:38])=[O:25])=[CH:22][C:21]([C:27]([F:30])([F:28])[F:29])=[N:20]2)[CH:15]=1)=[O:11])=[O:7])([CH3:4])([CH3:3])[CH3:2]. The yield is 0.611. (2) The reactants are [CH3:1][C@@H:2]([C:27]([CH3:35])([C:29]1[CH:34]=[CH:33][CH:32]=[CH:31][CH:30]=1)[CH3:28])[C:3]([NH:5][C@@H:6]([C:23]([CH3:26])([CH3:25])[CH3:24])[C:7]([N:9]([CH3:22])[C@@H:10]([CH:19]([CH3:21])[CH3:20])/[CH:11]=[C:12](\[CH3:18])/[C:13]([O:15]CC)=[O:14])=[O:8])=[O:4].O1CCCC1.O.[OH-].[Li+].Cl. The catalyst is CO.O. The product is [CH3:1][C@@H:2]([C:27]([CH3:35])([C:29]1[CH:34]=[CH:33][CH:32]=[CH:31][CH:30]=1)[CH3:28])[C:3]([NH:5][C@@H:6]([C:23]([CH3:24])([CH3:25])[CH3:26])[C:7]([N:9]([CH3:22])[C@@H:10]([CH:19]([CH3:20])[CH3:21])/[CH:11]=[C:12](\[CH3:18])/[C:13]([OH:15])=[O:14])=[O:8])=[O:4]. The yield is 1.00. (3) The yield is 0.940. The product is [CH3:16][O:15][C:13]([NH:1][C@@H:2]([CH2:6][CH2:7][S:8][CH3:9])[C:3]([OH:5])=[O:4])=[O:14]. The catalyst is O1CCOCC1.CCOC(C)=O. The reactants are [NH2:1][C@@H:2]([CH2:6][CH2:7][S:8][CH3:9])[C:3]([OH:5])=[O:4].[OH-].[Na+].Cl[C:13]([O:15][CH3:16])=[O:14]. (4) The reactants are [CH3:1][O:2][C:3](=[O:37])[C@@H:4]([NH:14][C:15]([C:17]1[C:18]([CH3:36])=[N:19][C:20]([NH:24][CH2:25][CH2:26][CH2:27][C:28]2[CH:33]=[C:32]([OH:34])[CH:31]=[CH:30][C:29]=2[CH3:35])=[N:21][C:22]=1[CH3:23])=[O:16])[CH2:5][NH:6][C:7](OC(C)(C)C)=[O:8].C(N(CC)CC)C.[S:45]1[CH:49]=[CH:48][CH:47]=[C:46]1C(O)=O.CN(C(ON1N=NC2C=CC=CC1=2)=[N+](C)C)C.F[P-](F)(F)(F)(F)F.C1C=CC2N(O)N=NC=2C=1. The catalyst is CO.O1CCOCC1. The product is [CH3:1][O:2][C:3](=[O:37])[C@@H:4]([NH:14][C:15]([C:17]1[C:22]([CH3:23])=[N:21][C:20]([NH:24][CH2:25][CH2:26][CH2:27][C:28]2[CH:33]=[C:32]([OH:34])[CH:31]=[CH:30][C:29]=2[CH3:35])=[N:19][C:18]=1[CH3:36])=[O:16])[CH2:5][NH:6][C:7]([C:46]1[S:45][CH:49]=[CH:48][CH:47]=1)=[O:8]. The yield is 0.670. (5) The yield is 0.720. No catalyst specified. The reactants are Br[C:2]1[C:6]2[N:7]=[C:8]([Cl:11])[N:9]=[CH:10][C:5]=2[S:4][CH:3]=1.[CH2:12]([O:14][C:15]([C:17]1[CH:22]=[CH:21][C:20](B(O)O)=[CH:19][CH:18]=1)=[O:16])[CH3:13]. The product is [Cl:11][C:8]1[N:9]=[CH:10][C:5]2[S:4][CH:3]=[C:2]([C:20]3[CH:21]=[CH:22][C:17]([C:15]([O:14][CH2:12][CH3:13])=[O:16])=[CH:18][CH:19]=3)[C:6]=2[N:7]=1. (6) The reactants are [OH:1][C:2]1[CH:7]=[CH:6][C:5]([C:8]2[C:17]([C:18]([F:21])([F:20])[F:19])=[CH:16][C:15]3[C:10](=[CH:11][CH:12]=[CH:13][CH:14]=3)[C:9]=2[O:22][C:23]2[CH:32]=[CH:31][C:26]([C:27]([O:29]C)=[O:28])=[CH:25][CH:24]=2)=[CH:4][CH:3]=1.[OH-].[Na+]. The catalyst is C1COCC1.CCO. The product is [OH:1][C:2]1[CH:7]=[CH:6][C:5]([C:8]2[C:17]([C:18]([F:20])([F:21])[F:19])=[CH:16][C:15]3[C:10](=[CH:11][CH:12]=[CH:13][CH:14]=3)[C:9]=2[O:22][C:23]2[CH:24]=[CH:25][C:26]([C:27]([OH:29])=[O:28])=[CH:31][CH:32]=2)=[CH:4][CH:3]=1. The yield is 0.790. (7) The reactants are [CH3:1][NH:2][CH3:3].Cl[C:5]1[CH:10]=[C:9]([Cl:11])[N:8]=[C:7]([NH:12][C:13]2[CH:18]=[CH:17][CH:16]=[CH:15][CH:14]=2)[N:6]=1. The catalyst is O1CCCC1.C(N(CC)C(C)C)(C)C. The product is [Cl:11][C:9]1[N:8]=[C:7]([NH:12][C:13]2[CH:18]=[CH:17][CH:16]=[CH:15][CH:14]=2)[N:6]=[C:5]([N:2]([CH3:3])[CH3:1])[CH:10]=1. The yield is 0.800. (8) The reactants are Cl[CH:2]([C:15]1[CH:20]=[CH:19][CH:18]=[CH:17][CH:16]=1)[C:3]([C:5]1[C:13]2[C:8](=[CH:9][C:10]([F:14])=[CH:11][CH:12]=2)[NH:7][CH:6]=1)=[O:4].[CH3:21][O:22][C:23]1[CH:24]=[C:25]([CH:27]=[CH:28][CH:29]=1)[NH2:26].CCN(C(C)C)C(C)C.[I-].[Na+]. The catalyst is O1CCOCC1.CN(C=O)C. The product is [F:14][C:10]1[CH:9]=[C:8]2[C:13]([C:5]([C:3](=[O:4])[CH:2]([NH:26][C:25]3[CH:27]=[CH:28][CH:29]=[C:23]([O:22][CH3:21])[CH:24]=3)[C:15]3[CH:20]=[CH:19][CH:18]=[CH:17][CH:16]=3)=[CH:6][NH:7]2)=[CH:12][CH:11]=1. The yield is 0.0900. (9) The reactants are [Br:1][C:2]1[CH:3]=[C:4]([O:9][C:10]2[C:15]([F:16])=[C:14]([CH2:17]Br)[CH:13]=[CH:12][C:11]=2[Cl:19])[CH:5]=[C:6]([Cl:8])[CH:7]=1.[NH3:20]. The catalyst is C(Cl)Cl.CO. The product is [Br:1][C:2]1[CH:3]=[C:4]([O:9][C:10]2[C:15]([F:16])=[C:14]([CH2:17][NH2:20])[CH:13]=[CH:12][C:11]=2[Cl:19])[CH:5]=[C:6]([Cl:8])[CH:7]=1. The yield is 0.920.